This data is from NCI-60 drug combinations with 297,098 pairs across 59 cell lines. The task is: Regression. Given two drug SMILES strings and cell line genomic features, predict the synergy score measuring deviation from expected non-interaction effect. (1) Drug 1: C1=CN(C=N1)CC(O)(P(=O)(O)O)P(=O)(O)O. Drug 2: C#CCC(CC1=CN=C2C(=N1)C(=NC(=N2)N)N)C3=CC=C(C=C3)C(=O)NC(CCC(=O)O)C(=O)O. Cell line: HT29. Synergy scores: CSS=2.13, Synergy_ZIP=3.42, Synergy_Bliss=13.6, Synergy_Loewe=3.41, Synergy_HSA=5.11. (2) Drug 1: C1=CC(=CC=C1CCCC(=O)O)N(CCCl)CCCl. Drug 2: CN(C(=O)NC(C=O)C(C(C(CO)O)O)O)N=O. Cell line: A498. Synergy scores: CSS=21.8, Synergy_ZIP=-6.21, Synergy_Bliss=-3.51, Synergy_Loewe=-14.1, Synergy_HSA=-3.67. (3) Drug 1: CC(C1=C(C=CC(=C1Cl)F)Cl)OC2=C(N=CC(=C2)C3=CN(N=C3)C4CCNCC4)N. Drug 2: CC1C(C(CC(O1)OC2CC(CC3=C2C(=C4C(=C3O)C(=O)C5=C(C4=O)C(=CC=C5)OC)O)(C(=O)CO)O)N)O.Cl. Cell line: BT-549. Synergy scores: CSS=36.7, Synergy_ZIP=-2.12, Synergy_Bliss=-3.81, Synergy_Loewe=-20.5, Synergy_HSA=-6.45.